This data is from NCI-60 drug combinations with 297,098 pairs across 59 cell lines. The task is: Regression. Given two drug SMILES strings and cell line genomic features, predict the synergy score measuring deviation from expected non-interaction effect. (1) Drug 1: CC1=C(C=C(C=C1)NC2=NC=CC(=N2)N(C)C3=CC4=NN(C(=C4C=C3)C)C)S(=O)(=O)N.Cl. Drug 2: C1=C(C(=O)NC(=O)N1)N(CCCl)CCCl. Cell line: K-562. Synergy scores: CSS=41.3, Synergy_ZIP=-0.0899, Synergy_Bliss=-0.839, Synergy_Loewe=0.608, Synergy_HSA=2.35. (2) Drug 1: CCCCCOC(=O)NC1=NC(=O)N(C=C1F)C2C(C(C(O2)C)O)O. Drug 2: CC(C)NC(=O)C1=CC=C(C=C1)CNNC.Cl. Cell line: CAKI-1. Synergy scores: CSS=-8.46, Synergy_ZIP=1.95, Synergy_Bliss=-2.20, Synergy_Loewe=-10.1, Synergy_HSA=-7.85. (3) Drug 1: C1CCC(CC1)NC(=O)N(CCCl)N=O. Drug 2: C1=CC(=CC=C1CCCC(=O)O)N(CCCl)CCCl. Cell line: M14. Synergy scores: CSS=15.9, Synergy_ZIP=-7.80, Synergy_Bliss=0.478, Synergy_Loewe=-5.25, Synergy_HSA=-0.626. (4) Drug 1: CCCS(=O)(=O)NC1=C(C(=C(C=C1)F)C(=O)C2=CNC3=C2C=C(C=N3)C4=CC=C(C=C4)Cl)F. Drug 2: C1CN(P(=O)(OC1)NCCCl)CCCl. Cell line: NCI-H322M. Synergy scores: CSS=-8.53, Synergy_ZIP=3.30, Synergy_Bliss=-1.63, Synergy_Loewe=-7.48, Synergy_HSA=-7.71.